From a dataset of Forward reaction prediction with 1.9M reactions from USPTO patents (1976-2016). Predict the product of the given reaction. Given the reactants [OH:1][C:2]1[CH:7]=[C:6]([CH3:8])[O:5][C:4](=[O:9])[C:3]=1[C:10](=[O:20])[CH:11]=[CH:12][C:13]1[CH:18]=[CH:17][CH:16]=[C:15]([CH3:19])[CH:14]=1.[CH3:21][O:22][CH2:23][CH2:24]O.C1(P(C2C=CC=CC=2)C2C=CC=CC=2)C=CC=CC=1.N(C(OCC)=O)=NC(OCC)=O, predict the reaction product. The product is: [CH3:21][O:22][CH2:23][CH2:24][O:1][C:2]1[CH:7]=[C:6]([CH3:8])[O:5][C:4](=[O:9])[C:3]=1[C:10](=[O:20])[CH:11]=[CH:12][C:13]1[CH:18]=[CH:17][CH:16]=[C:15]([CH3:19])[CH:14]=1.